From a dataset of Reaction yield outcomes from USPTO patents with 853,638 reactions. Predict the reaction yield, written as a fraction of the theoretical maximum amount of product (1.0 means a 100% yield; for example, 0.34 means a 34% yield). (1) The reactants are C(N(CC)CC)C.[Cl:8][C:9]1[CH:17]=[CH:16][CH:15]=[C:14]([Si:18]([CH3:21])([CH3:20])[CH3:19])[C:10]=1[C:11](Cl)=[O:12].[CH2:22]([NH:24][CH:25]([CH3:32])[CH2:26][CH2:27][CH2:28][CH2:29][CH2:30][CH3:31])[CH3:23]. The catalyst is C1(C)C=CC=CC=1. The product is [Cl:8][C:9]1[CH:17]=[CH:16][CH:15]=[C:14]([Si:18]([CH3:21])([CH3:20])[CH3:19])[C:10]=1[C:11]([N:24]([CH2:22][CH3:23])[CH:25]([CH3:32])[CH2:26][CH2:27][CH2:28][CH2:29][CH2:30][CH3:31])=[O:12]. The yield is 0.380. (2) The reactants are C[C:2]1[CH:7]=[CH:6][C:5]([N:8]2[C:16]3[C:11](=[CH:12]C=CC=3)[CH:10]=C2)=[CH:4][CH:3]=1.[NH:17]1[C:25]2[C:20](=[CH:21][CH:22]=[CH:23]C=2)[CH:19]=[CH:18]1.I[C:27]1[CH:32]=[CH:31][C:30]([CH3:33])=[CH:29][CH:28]=1.[C:34]([O-:37])([O-])=O.[K+].[K+].[OH2:40]. The catalyst is CN1CCCC1=O.[Cu]. The product is [CH3:12][CH:11]([CH3:10])[C:16]([NH:8][C:5]1[CH:4]=[CH:3][CH:2]=[C:7]([CH:21]2[CH2:20][CH2:25][N:17]([CH2:18][CH2:19][C@H:33]([O:37][C:34]3[CH:6]=[CH:7][CH:2]=[CH:3][CH:4]=3)[C:30]3[CH:31]=[CH:32][CH:27]=[CH:28][CH:29]=3)[CH2:23][CH2:22]2)[CH:6]=1)=[O:40]. The yield is 0.790. (3) The reactants are [BH4-].[Na+].[CH3:3][O:4][C:5]([C:7]1([C:10]2[CH:11]=[C:12]3[C:17](=[CH:18][CH:19]=2)[O:16][CH2:15][CH2:14][C:13]3=O)[CH2:9][CH2:8]1)=[O:6]. The catalyst is FC(F)(F)C(O)=O. The product is [CH3:3][O:4][C:5]([C:7]1([C:10]2[CH:11]=[C:12]3[C:17](=[CH:18][CH:19]=2)[O:16][CH2:15][CH2:14][CH2:13]3)[CH2:8][CH2:9]1)=[O:6]. The yield is 0.920. (4) The reactants are [CH3:1][C:2]1[CH:7]=[C:6]([NH2:8])[CH:5]=[CH:4][N:3]=1.C[Al](C)C.CCCCCCC.C([O:22][C:23]([C:25]1[N:26]=[C:27]([CH3:37])[S:28][C:29]=1[NH:30][C:31]1[CH:32]=[N:33][CH:34]=[CH:35][CH:36]=1)=O)C. The catalyst is O1CCOCC1. The product is [CH3:1][C:2]1[CH:7]=[C:6]([NH:8][C:23]([C:25]2[N:26]=[C:27]([CH3:37])[S:28][C:29]=2[NH:30][C:31]2[CH:32]=[N:33][CH:34]=[CH:35][CH:36]=2)=[O:22])[CH:5]=[CH:4][N:3]=1. The yield is 0.410. (5) The reactants are [CH3:1][CH:2]([CH3:19])[C:3]([NH:5][C:6]1[CH:11]=[CH:10][C:9]([CH3:12])=[C:8]([CH:13]2[CH2:18][CH2:17][NH:16][CH2:15][CH2:14]2)[CH:7]=1)=[O:4].[F:20][C:21]1[CH:26]=[CH:25][C:24]([S:27][C:28]2[CH:35]=[CH:34][C:31]([CH:32]=O)=[CH:30][CH:29]=2)=[CH:23][CH:22]=1.C(O)(=O)C.[Na].C([O-])(O)=O.[Na+]. The catalyst is ClC(Cl)C.C(Cl)Cl. The product is [F:20][C:21]1[CH:22]=[CH:23][C:24]([S:27][C:28]2[CH:35]=[CH:34][C:31]([CH2:32][N:16]3[CH2:17][CH2:18][CH:13]([C:8]4[CH:7]=[C:6]([NH:5][C:3](=[O:4])[CH:2]([CH3:19])[CH3:1])[CH:11]=[CH:10][C:9]=4[CH3:12])[CH2:14][CH2:15]3)=[CH:30][CH:29]=2)=[CH:25][CH:26]=1. The yield is 0.362. (6) The reactants are [H][H].[CH3:3][O:4][C:5]1[CH:6]=[C:7]([CH:25]=[CH:26][C:27]=1[O:28][CH3:29])[C:8]([NH:10][C:11]1[CH:16]=[CH:15][C:14]([C:17]2([C:22]([OH:24])=[O:23])[CH2:21][CH2:20][CH2:19][CH2:18]2)=[CH:13][CH:12]=1)=[O:9].[CH3:30]O. No catalyst specified. The product is [CH3:30][O:23][C:22]([C:17]1([C:14]2[CH:13]=[CH:12][C:11]([NH:10][C:8](=[O:9])[C:7]3[CH:25]=[CH:26][C:27]([O:28][CH3:29])=[C:5]([O:4][CH3:3])[CH:6]=3)=[CH:16][CH:15]=2)[CH2:18][CH2:19][CH2:20][CH2:21]1)=[O:24]. The yield is 0.220.